Dataset: Full USPTO retrosynthesis dataset with 1.9M reactions from patents (1976-2016). Task: Predict the reactants needed to synthesize the given product. (1) The reactants are: Br[C:2]1[CH:7]=[CH:6][C:5]([C:8]2[N:9]=[C:10]([NH:13][C:14]3[CH:19]=[CH:18][CH:17]=[C:16]([F:20])[CH:15]=3)[S:11][CH:12]=2)=[CH:4][CH:3]=1.CC(C)(C[C:27](=O)[C:28]1[CH:33]=[CH:32][C:31](B2OC(C)(C)C(C)(C)O2)=[CH:30][CH:29]=1)C(O)=O.[C:45](=[O:48])([O-])[O-:46].[Na+].[Na+]. Given the product [F:20][C:16]1[CH:15]=[C:14]([NH:13][C:10]2[S:11][CH:12]=[C:8]([C:5]3[CH:6]=[CH:7][C:2]([CH:31]4[CH2:32][CH2:33][CH:28]([CH2:27][C:45]([OH:46])=[O:48])[CH2:29][CH2:30]4)=[CH:3][CH:4]=3)[N:9]=2)[CH:19]=[CH:18][CH:17]=1, predict the reactants needed to synthesize it. (2) Given the product [Br:7][C:8]1[CH:13]=[C:12]([CH2:14][O:15][CH:6]2[CH2:5][CH2:4][CH2:3][CH2:2][O:1]2)[CH:11]=[CH:10][C:9]=1[CH2:16][O:17][CH:5]1[CH2:4][CH2:3][CH2:2][CH2:18][O:21]1, predict the reactants needed to synthesize it. The reactants are: [O:1]1[CH:6]=[CH:5][CH2:4][CH2:3][CH2:2]1.[Br:7][C:8]1[CH:13]=[C:12]([CH2:14][OH:15])[CH:11]=[CH:10][C:9]=1[CH2:16][OH:17].[C:18](=[O:21])([O-])O.[Na+]. (3) Given the product [NH2:1][C:2]1[N:3]([CH2:15][CH3:16])[C:4]2[C:9]([C:10]=1[C:11]([NH2:13])=[O:12])=[CH:8][CH:7]=[CH:6][CH:5]=2, predict the reactants needed to synthesize it. The reactants are: [NH2:1][C:2]1[NH:3][C:4]2[C:9]([C:10]=1[C:11]([NH2:13])=[O:12])=[CH:8][CH:7]=[CH:6][CH:5]=2.I[CH2:15][CH3:16].[H-].[Na+]. (4) Given the product [C:35]([O:6][CH2:7][CH3:9])(=[O:38])[CH3:41].[CH3:10][CH2:11][CH2:12][CH:13]([CH3:20])[CH3:14], predict the reactants needed to synthesize it. The reactants are: [Br-].CC1(C)[C:7]([CH3:9])(C)[O:6]B([C:10]2[CH:11]=[CH:12][C:13]3[CH2:20][C@H]4[C@]5(CN(CC(F)(F)F)S(=O)(=O)N5)[C@H](CC4)C[C:14]=3C=2)O1.[C:35](=[O:38])([O-])[O-].[Na+].[Na+].[C:41]1(C)C=CC=CC=1.